From a dataset of Reaction yield outcomes from USPTO patents with 853,638 reactions. Predict the reaction yield, written as a fraction of the theoretical maximum amount of product (1.0 means a 100% yield; for example, 0.34 means a 34% yield). (1) The reactants are [F:1][C:2]1[CH:13]=[CH:12][C:5]([CH2:6][CH:7]([C:10]#[N:11])[C:8]#[N:9])=[CH:4][CH:3]=1.[H-].[Na+].Br[CH2:17][CH2:18][F:19]. The product is [F:1][C:2]1[CH:3]=[CH:4][C:5]([CH2:6][C:7]([CH2:17][CH2:18][F:19])([C:8]#[N:9])[C:10]#[N:11])=[CH:12][CH:13]=1. The catalyst is CN(C)C=O. The yield is 0.490. (2) The reactants are [CH3:1][O:2][C:3](=[O:16])[CH:4]([NH:8][C:9]([O:11][C:12]([CH3:15])([CH3:14])[CH3:13])=[O:10])[CH:5]([OH:7])[CH3:6].FS([C:21]([F:26])([F:25])C(O)=O)(=O)=O.O. The catalyst is C(#N)C.C(OCC)(=O)C.[Cu]I. The product is [CH3:1][O:2][C:3](=[O:16])[CH:4]([NH:8][C:9]([O:11][C:12]([CH3:15])([CH3:14])[CH3:13])=[O:10])[CH:5]([O:7][CH:21]([F:26])[F:25])[CH3:6]. The yield is 0.360. (3) The reactants are [OH:1][N:2]1[CH2:7][CH2:6][O:5][CH2:4][CH2:3]1.[CH:8]1([Mg]Cl)[CH2:13][CH2:12][CH2:11][CH2:10][CH2:9]1.[Cl-].[NH4+]. The catalyst is ClCCl.O=[Mn]=O. The product is [CH:8]1([CH:3]2[CH2:4][O:5][CH2:6][CH2:7][N:2]2[OH:1])[CH2:13][CH2:12][CH2:11][CH2:10][CH2:9]1. The yield is 0.240. (4) The reactants are [NH2:1][C:2]1[N:7]=[CH:6][N:5]=[C:4]2[N:8]([C@@H:25]3[CH2:30][CH2:29][CH2:28][N:27](C(OC(C)(C)C)=O)[CH2:26]3)[N:9]=[C:10]([C:11]3[CH:16]=[CH:15][C:14]([O:17][C:18]4[CH:23]=[CH:22][CH:21]=[CH:20][CH:19]=4)=[CH:13][C:12]=3[F:24])[C:3]=12.FC(F)(F)C(O)=O. The catalyst is ClCCl. The product is [F:24][C:12]1[CH:13]=[C:14]([O:17][C:18]2[CH:23]=[CH:22][CH:21]=[CH:20][CH:19]=2)[CH:15]=[CH:16][C:11]=1[C:10]1[C:3]2[C:4](=[N:5][CH:6]=[N:7][C:2]=2[NH2:1])[N:8]([C@@H:25]2[CH2:30][CH2:29][CH2:28][NH:27][CH2:26]2)[N:9]=1. The yield is 0.740. (5) The reactants are [CH2:1]([N:8]1[C:12]([NH2:13])=[CH:11][CH:10]=[N:9]1)[C:2]1[CH:7]=[CH:6][CH:5]=[CH:4][CH:3]=1.[Si:14]([O:21][CH:22]1[CH2:27][CH2:26][C:25](=O)[CH2:24][CH2:23]1)([C:17]([CH3:20])([CH3:19])[CH3:18])([CH3:16])[CH3:15].C(O[BH-](OC(=O)C)OC(=O)C)(=O)C.[Na+]. The catalyst is C(O)(=O)C. The product is [CH2:1]([N:8]1[C:12]([NH:13][CH:25]2[CH2:26][CH2:27][CH:22]([O:21][Si:14]([C:17]([CH3:20])([CH3:19])[CH3:18])([CH3:15])[CH3:16])[CH2:23][CH2:24]2)=[CH:11][CH:10]=[N:9]1)[C:2]1[CH:3]=[CH:4][CH:5]=[CH:6][CH:7]=1. The yield is 0.0900.